From a dataset of CYP1A2 inhibition data for predicting drug metabolism from PubChem BioAssay. Regression/Classification. Given a drug SMILES string, predict its absorption, distribution, metabolism, or excretion properties. Task type varies by dataset: regression for continuous measurements (e.g., permeability, clearance, half-life) or binary classification for categorical outcomes (e.g., BBB penetration, CYP inhibition). Dataset: cyp1a2_veith. (1) The compound is C[C@@H]1CC[C@H]2C(=O)O[C@H](CN=[N+]=[N-])CN2[C@@H]1c1ccc(Br)cc1. The result is 0 (non-inhibitor). (2) The compound is CC(C)CC(C(=O)NCC1CCCO1)N(C(=O)Cn1nnc(-c2ccc(F)cc2)n1)c1ccccc1F. The result is 0 (non-inhibitor). (3) The result is 0 (non-inhibitor). The molecule is CCCC[C@@H]1CN2[C@@H](CC[C@H](C)[C@H]2c2ccc(Br)cc2)C(=O)O1.